Binary Classification. Given a miRNA mature sequence and a target amino acid sequence, predict their likelihood of interaction. From a dataset of Experimentally validated miRNA-target interactions with 360,000+ pairs, plus equal number of negative samples. (1) The miRNA is mmu-miR-28a-5p with sequence AAGGAGCUCACAGUCUAUUGAG. The protein sequence of the target gene is MGASARLLRAVIMGAPGSGKGTVSSRITTHFELKHLSSGDLLRDNMLRGTEIGVLAKAFIDQGKLIPDDVMTRLALHELKNLTQYSWLLDGFPRTLPQAEALDRAYQIDTVINLNVPFEVIKQRLTARWIHPASGRVYNIEFNPPKTVGIDDLTGEPLIQREDDKPETVIKRLKAYEDQTKPVLEYYQKKGVLETFSGTETNKIWPYVYAFLQTKVPQRSQKASVTP. Result: 0 (no interaction). (2) The miRNA is hsa-miR-6778-3p with sequence UGCCUCCCUGACAUUCCACAG. The protein sequence of the target gene is MAAVKASTSKATRPWYSHPVYARYWQHYHQAMAWMQSHHNAYRKAVESCFNLPWYLPSALLPQSSYDNEAAYPQSFYDHHVAWQDYPCSSSHFRRSGQHPRYSSRIQASTKEDQALSKEEEMETESDAEVECDLSNMEITEELRQYFAETERHREERRRQQQLDAERLDSYVNADHDLYCNTRRSVEAPTERPGERRQAEMKRLYGDSAAKIQAMEAAVQLSFDKHCDRKQPKYWPVIPLKF. Result: 1 (interaction). (3) The miRNA is mmu-let-7c-5p with sequence UGAGGUAGUAGGUUGUAUGGUU. The protein sequence of the target gene is MPSETHAMLATLARVAALRRTCLFSGRGGGRGLWTGRPQSDMNNIKPLEGVKILDLTRVLAGPFATMNLGDLGAEVIKVERPGAGDDTRTWGPPFVGTESTYYLSVNRNKKSIAVNIKDPKGVKIIKELAAVCDVFVENYVPGKLSAMGLGYEDIDEIAPHIIYCSITGYGQTGPISQRAGYDAVASAVSGLMHITGPENGDPVRPGVAMTDLATGLYAYGAIMAGLIQKYKTGKGLFIDCNLLSSQVACLSHIAANYLIGQKEAKRWGTAHGSIVPYQAFKTKDGYIVVGAGNNQQFAT.... Result: 0 (no interaction). (4) The miRNA is mmu-miR-3082-5p with sequence GACAGAGUGUGUGUGUCUGUGU. The protein sequence of the target gene is METILEQQRRYHEEKERLMDVMAKEMLTKKSTLRDQINSDHRTRAMQDRYMEVSGNLRDLYDDKDGLRKEELNAISGPNEFAEFYNRLKQIKEFHRKHPNEICVPMSVEFEELLKARENPSEEAQNLVEFTDEEGYGRYLDLHDCYLKYINLKASEKLDYITYLSIFDQLFDIPKERKNAEYKRYLEMLLEYLQDYTDRVKPLQDQNELFGKIQAEFEKKWENGTFPGWPKETSSALTHAGAHLDLSAFSSWEELASLGLDRLKSALLALGLKCGGTLEERAQRLFSTKGKSLESLDTSL.... Result: 0 (no interaction). (5) The miRNA is hsa-miR-548w with sequence AAAAGUAACUGCGGUUUUUGCCU. The protein sequence of the target gene is MAASRWLRAVLLFLCASDLLLLPPPNAYAADTPGEATPPPRKKKDIRDYNDADMARLLEQWEKDDDIEEGDLPEHKRPSAPIDFSKLDPGKPESILKMTKKGKTLMMFVTVSGNPTEKETEEITSLWQGSLFNANYDVQRFIVGSDRAIFMLRDGSYAWEIKDFLVSQDRCAEVTLEGQMYPGKGGGSKEKNKTKPEKAKKKEGDPKPRASKEDNRAGSRREDL. Result: 0 (no interaction). (6) The miRNA is hsa-miR-181a-5p with sequence AACAUUCAACGCUGUCGGUGAGU. The protein sequence of the target gene is MDIKHHQNGTRGQRRKQPHTTVQRLLTWGLPVSCSWFLWRQPGEFPVTALLLGAGAGGLLAIGLFQLLVNPMNIYEEQKIMFLYSLVGLGAMGWGTSPHIRCASLLLVPKMLGKEGRLFVLGYALAAIYVGPVANLRHNLNNVIASLGCTVELQINNTRAAWRISTAPLRAMFKDLLSSKELLRAETRNISATFEDLDAQVNSETGYTPEDTMDSGETAQGREARQAPASRLHLSTQKMYELKTKLRCSYVVNQAILSCRRWFDRKHEQCMKHIWVPLLTHLLCLPMKFKFFCGIAKVME.... Result: 1 (interaction).